From a dataset of Forward reaction prediction with 1.9M reactions from USPTO patents (1976-2016). Predict the product of the given reaction. (1) Given the reactants [F:1][C:2]1[CH:25]=[CH:24][C:5]([CH2:6][N:7]([CH3:23])[C:8]([C@@:10]2([C:15]3[CH:20]=[CH:19][C:18]([Cl:21])=[C:17]([Cl:22])[CH:16]=3)[CH2:12][C@H:11]2[CH2:13][OH:14])=[O:9])=[CH:4][CH:3]=1, predict the reaction product. The product is: [F:1][C:2]1[CH:25]=[CH:24][C:5]([CH2:6][N:7]([CH3:23])[C:8]([C@@:10]2([C:15]3[CH:20]=[CH:19][C:18]([Cl:21])=[C:17]([Cl:22])[CH:16]=3)[CH2:12][C@H:11]2[CH:13]=[O:14])=[O:9])=[CH:4][CH:3]=1. (2) Given the reactants [CH3:1][O:2][C:3]1[CH:20]=[CH:19][C:6]([CH2:7][O:8][C:9]2[C:10](=[O:18])[CH:11]=[C:12]([C:15]([OH:17])=O)O[CH:14]=2)=[CH:5][CH:4]=1.[CH2:21]([NH2:24])[CH2:22][NH2:23], predict the reaction product. The product is: [CH3:1][O:2][C:3]1[CH:4]=[CH:5][C:6]([CH2:7][O:8][C:9]2[C:10](=[O:18])[CH:11]=[C:12]3[C:15](=[O:17])[NH:24][CH2:21][CH2:22][N:23]3[CH:14]=2)=[CH:19][CH:20]=1. (3) Given the reactants [CH3:1][C:2]1[O:6][C:5]([C:7]2[CH:8]=[N:9][NH:10][C:11]=2[NH2:12])=[N:4][CH:3]=1.[CH3:13][N:14]1[C:22]2[C:17](=[CH:18][C:19]([C:23](=O)[CH2:24][C:25](OCC)=[O:26])=[CH:20][CH:21]=2)[CH:16]=[N:15]1.CC1C=CC(S(O)(=O)=O)=CC=1, predict the reaction product. The product is: [CH3:13][N:14]1[C:22]2[C:17](=[CH:18][C:19]([C:23]3[NH:12][C:11]4[N:10]([N:9]=[CH:8][C:7]=4[C:5]4[O:6][C:2]([CH3:1])=[CH:3][N:4]=4)[C:25](=[O:26])[CH:24]=3)=[CH:20][CH:21]=2)[CH:16]=[N:15]1. (4) The product is: [C:37]([C:21]1[C:22]2[C:27](=[CH:26][CH:25]=[C:24]([O:30][C:31]3[CH:32]=[CH:33][CH:34]=[CH:35][CH:36]=3)[CH:23]=2)[C:28]([OH:29])=[C:19]([C:17]([NH:16][C@@H:8]([CH2:9][C:10]2[CH:15]=[CH:14][CH:13]=[CH:12][CH:11]=2)[CH2:7][C:6]([OH:39])=[O:5])=[O:18])[N:20]=1)#[N:38]. Given the reactants C([O:5][C:6](=[O:39])[CH2:7][C@@H:8]([NH:16][C:17]([C:19]1[N:20]=[C:21]([C:37]#[N:38])[C:22]2[C:27]([C:28]=1[OH:29])=[CH:26][CH:25]=[C:24]([O:30][C:31]1[CH:36]=[CH:35][CH:34]=[CH:33][CH:32]=1)[CH:23]=2)=[O:18])[CH2:9][C:10]1[CH:15]=[CH:14][CH:13]=[CH:12][CH:11]=1)(C)(C)C.FC(F)(F)C(O)=O, predict the reaction product. (5) Given the reactants [Cl:1][C:2]1[CH:9]=[CH:8][C:5]([CH:6]=[O:7])=[C:4](F)[CH:3]=1.Cl.[N:12]1([C:17]([CH:19]2[CH2:24][CH2:23][NH:22][CH2:21][CH2:20]2)=[O:18])[CH2:16][CH2:15][CH2:14][CH2:13]1.C([O-])([O-])=O.[K+].[K+].CS(C)=O, predict the reaction product. The product is: [Cl:1][C:2]1[CH:9]=[CH:8][C:5]([CH:6]=[O:7])=[C:4]([N:22]2[CH2:21][CH2:20][CH:19]([C:17]([N:12]3[CH2:16][CH2:15][CH2:14][CH2:13]3)=[O:18])[CH2:24][CH2:23]2)[CH:3]=1. (6) Given the reactants [N+:1]([C:4]1[CH:12]=[C:11]2[C:7]([CH2:8][CH2:9][CH2:10]2)=[CH:6][C:5]=1[NH:13]C(=O)C)([O-:3])=[O:2].[CH]Cl, predict the reaction product. The product is: [N+:1]([C:4]1[CH:12]=[C:11]2[C:7]([CH2:8][CH2:9][CH2:10]2)=[CH:6][C:5]=1[NH2:13])([O-:3])=[O:2]. (7) Given the reactants [CH3:1][O:2][C:3]([C:5]1[S:9][C:8]2[CH:10]=[C:11]([C:14]([OH:16])=O)[CH:12]=[CH:13][C:7]=2[C:6]=1[O:17][CH2:18][C:19]([O:21][CH3:22])=[O:20])=[O:4].S(Cl)(Cl)=O.COC(C1SC2C=C(C(Cl)=O)C=C(OC)C=2C=1C(OC)=O)=O.[NH2:49][C:50]1[N:54]([CH3:55])[N:53]=[C:52]([C:56]2[CH:61]=[CH:60][CH:59]=[CH:58][CH:57]=2)[CH:51]=1.N1C=CC=CC=1, predict the reaction product. The product is: [CH3:1][O:2][C:3]([C:5]1[S:9][C:8]2[CH:10]=[C:11]([C:14](=[O:16])[NH:49][C:50]3[N:54]([CH3:55])[N:53]=[C:52]([C:56]4[CH:61]=[CH:60][CH:59]=[CH:58][CH:57]=4)[CH:51]=3)[CH:12]=[CH:13][C:7]=2[C:6]=1[O:17][CH2:18][C:19]([O:21][CH3:22])=[O:20])=[O:4].